This data is from Full USPTO retrosynthesis dataset with 1.9M reactions from patents (1976-2016). The task is: Predict the reactants needed to synthesize the given product. (1) The reactants are: Cl[CH2:2][C:3]1[C:4]([S:9][CH2:10][CH2:11][CH3:12])=[N:5][CH:6]=[CH:7][CH:8]=1.C([O:15][C:16]([CH:18]1[CH2:20][CH:19]1[C:21]1[CH:26]=[CH:25][C:24]([OH:27])=[C:23]([Cl:28])[CH:22]=1)=[O:17])C. Given the product [Cl:28][C:23]1[CH:22]=[C:21]([CH:19]2[CH2:20][CH:18]2[C:16]([OH:17])=[O:15])[CH:26]=[CH:25][C:24]=1[O:27][CH2:2][C:3]1[C:4]([S:9][CH2:10][CH2:11][CH3:12])=[N:5][CH:6]=[CH:7][CH:8]=1, predict the reactants needed to synthesize it. (2) Given the product [OH:8][C:9]1[N:14]=[C:13]([CH:15]([C:17]2[S:18][C:19]([CH3:22])=[CH:20][N:21]=2)[CH2:24][C:23]([O:26][CH2:28][CH3:29])=[O:25])[CH:12]=[CH:11][CH:10]=1, predict the reactants needed to synthesize it. The reactants are: C([O:8][C:9]1[N:14]=[C:13]([C:15]([C:17]2[S:18][C:19]([CH3:22])=[CH:20][N:21]=2)=O)[CH:12]=[CH:11][CH:10]=1)C1C=CC=CC=1.[C:23]([OH:26])(=[O:25])[CH3:24].O.[CH2:28](O)[CH3:29]. (3) Given the product [CH3:7][C:6]1[CH:5]=[C:4]([NH2:8])[N:3]([CH2:19][C:18]2[CH:17]=[CH:16][CH:23]=[C:22]([O:1][C:26]3[CH:24]=[CH:27][CH:34]=[CH:30][CH:31]=3)[CH:21]=2)[N:2]=1, predict the reactants needed to synthesize it. The reactants are: [OH2:1].[NH2:2][NH2:3].[C:4](#[N:8])/[CH:5]=[CH:6]/[CH3:7].O([C:16]1[CH:17]=[C:18]([CH:21]=[CH:22][CH:23]=1)[CH:19]=O)C1C=CC=CC=1.[C:24](O[Na])([CH3:27])([CH3:26])C.[CH2:30]1[CH2:34]OC[CH2:31]1. (4) Given the product [CH2:1]([O:8][CH2:9][CH2:10][C:11]([C:32]1[CH:37]=[CH:36][C:35]([Cl:38])=[CH:34][CH:33]=1)=[C:12]([C:20]1[CH:21]=[CH:22][C:23]([O:26][CH2:27][CH2:28][N:29]([CH3:30])[CH3:31])=[CH:24][CH:25]=1)[C:14]1[CH:19]=[CH:18][CH:17]=[CH:16][CH:15]=1)[C:2]1[CH:3]=[CH:4][CH:5]=[CH:6][CH:7]=1, predict the reactants needed to synthesize it. The reactants are: [CH2:1]([O:8][CH2:9][CH2:10][CH:11]([C:32]1[CH:37]=[CH:36][C:35]([Cl:38])=[CH:34][CH:33]=1)[C:12]([C:20]1[CH:25]=[CH:24][C:23]([O:26][CH2:27][CH2:28][N:29]([CH3:31])[CH3:30])=[CH:22][CH:21]=1)([C:14]1[CH:19]=[CH:18][CH:17]=[CH:16][CH:15]=1)O)[C:2]1[CH:7]=[CH:6][CH:5]=[CH:4][CH:3]=1.Cl.